Dataset: Reaction yield outcomes from USPTO patents with 853,638 reactions. Task: Predict the reaction yield, written as a fraction of the theoretical maximum amount of product (1.0 means a 100% yield; for example, 0.34 means a 34% yield). (1) The reactants are [N:1]1[CH:6]=[CH:5][C:4]([CH2:7][CH2:8][CH2:9]O)=[CH:3][CH:2]=1.C1(P(C2C=CC=CC=2)C2C=CC=CC=2)C=CC=CC=1.[Cl:30]N1C(=O)CCC1=O. The catalyst is ClCCl. The product is [Cl:30][CH2:9][CH2:8][CH2:7][C:4]1[CH:5]=[CH:6][N:1]=[CH:2][CH:3]=1. The yield is 0.788. (2) The reactants are [F:1][C:2]1[CH:3]=[CH:4][CH:5]=[C:6]2[C:10]=1[NH:9][C:8](=[O:11])[C:7]2([CH3:13])[CH3:12].C(O)(=O)C.[Br:18]Br.S([O-])([O-])(=O)=S.[Na+].[Na+]. The catalyst is ClCCl. The product is [Br:18][C:4]1[CH:5]=[C:6]2[C:10](=[C:2]([F:1])[CH:3]=1)[NH:9][C:8](=[O:11])[C:7]2([CH3:13])[CH3:12]. The yield is 0.820.